Dataset: NCI-60 drug combinations with 297,098 pairs across 59 cell lines. Task: Regression. Given two drug SMILES strings and cell line genomic features, predict the synergy score measuring deviation from expected non-interaction effect. (1) Drug 1: COC1=NC(=NC2=C1N=CN2C3C(C(C(O3)CO)O)O)N. Drug 2: CC(C)NC(=O)C1=CC=C(C=C1)CNNC.Cl. Cell line: OVCAR-4. Synergy scores: CSS=-8.20, Synergy_ZIP=4.48, Synergy_Bliss=2.56, Synergy_Loewe=-7.77, Synergy_HSA=-7.78. (2) Drug 1: CC1=C2C(C(=O)C3(C(CC4C(C3C(C(C2(C)C)(CC1OC(=O)C(C(C5=CC=CC=C5)NC(=O)C6=CC=CC=C6)O)O)OC(=O)C7=CC=CC=C7)(CO4)OC(=O)C)O)C)OC(=O)C. Drug 2: CC1C(C(CC(O1)OC2CC(CC3=C2C(=C4C(=C3O)C(=O)C5=C(C4=O)C(=CC=C5)OC)O)(C(=O)CO)O)N)O.Cl. Cell line: HOP-92. Synergy scores: CSS=35.2, Synergy_ZIP=-6.73, Synergy_Bliss=-3.84, Synergy_Loewe=-4.13, Synergy_HSA=0.542. (3) Drug 1: C1CCC(CC1)NC(=O)N(CCCl)N=O. Drug 2: CC12CCC3C(C1CCC2OP(=O)(O)O)CCC4=C3C=CC(=C4)OC(=O)N(CCCl)CCCl.[Na+]. Cell line: BT-549. Synergy scores: CSS=4.05, Synergy_ZIP=-8.04, Synergy_Bliss=-13.9, Synergy_Loewe=-19.5, Synergy_HSA=-13.8. (4) Drug 1: C1CC(C1)(C(=O)O)C(=O)O.[NH2-].[NH2-].[Pt+2]. Drug 2: C1=CN(C=N1)CC(O)(P(=O)(O)O)P(=O)(O)O. Cell line: EKVX. Synergy scores: CSS=1.99, Synergy_ZIP=-2.47, Synergy_Bliss=-4.52, Synergy_Loewe=-2.43, Synergy_HSA=-2.82.